From a dataset of Catalyst prediction with 721,799 reactions and 888 catalyst types from USPTO. Predict which catalyst facilitates the given reaction. Reactant: [CH3:1][C:2]1([C:15](=[O:28])[NH:16][C:17]2[CH:22]=[CH:21][CH:20]=[C:19]([C:23]3[O:27][CH:26]=[N:25][CH:24]=3)[CH:18]=2)[CH2:7][CH2:6][N:5](C(OC(C)(C)C)=O)[CH2:4][CH2:3]1.Cl. Product: [CH3:1][C:2]1([C:15]([NH:16][C:17]2[CH:22]=[CH:21][CH:20]=[C:19]([C:23]3[O:27][CH:26]=[N:25][CH:24]=3)[CH:18]=2)=[O:28])[CH2:3][CH2:4][NH:5][CH2:6][CH2:7]1. The catalyst class is: 5.